Dataset: Reaction yield outcomes from USPTO patents with 853,638 reactions. Task: Predict the reaction yield, written as a fraction of the theoretical maximum amount of product (1.0 means a 100% yield; for example, 0.34 means a 34% yield). (1) The reactants are Br[C:2]1[S:6][C:5]([CH2:7][OH:8])=[C:4]([CH3:9])[CH:3]=1.[F:10][C:11]([F:22])([F:21])[C:12]1[CH:17]=[CH:16][C:15](B(O)O)=[CH:14][CH:13]=1.C([O-])([O-])=O.[K+].[K+]. The catalyst is C1(C)C=CC=CC=1.C1C=CC([P]([Pd]([P](C2C=CC=CC=2)(C2C=CC=CC=2)C2C=CC=CC=2)([P](C2C=CC=CC=2)(C2C=CC=CC=2)C2C=CC=CC=2)[P](C2C=CC=CC=2)(C2C=CC=CC=2)C2C=CC=CC=2)(C2C=CC=CC=2)C2C=CC=CC=2)=CC=1. The product is [F:10][C:11]([F:22])([F:21])[C:12]1[CH:17]=[CH:16][C:15]([C:2]2[S:6][C:5]([CH2:7][OH:8])=[C:4]([CH3:9])[CH:3]=2)=[CH:14][CH:13]=1. The yield is 0.480. (2) The reactants are [C:1]([C:3]1[CH:8]=[CH:7][C:6]([NH:9][C@@H:10]([CH:16]([CH3:18])[CH3:17])[C:11]([O:13][CH2:14][CH3:15])=[O:12])=[CH:5][CH:4]=1)#[N:2].[BH4-].[Na+].C([O-])(O)=O.[Na+].[C:26]([O:30][C:31](O[C:31]([O:30][C:26]([CH3:29])([CH3:28])[CH3:27])=[O:32])=[O:32])([CH3:29])([CH3:28])[CH3:27]. The catalyst is C(O)C.[Ni](Cl)Cl. The product is [C:26]([O:30][C:31]([NH:2][CH2:1][C:3]1[CH:4]=[CH:5][C:6]([NH:9][C@@H:10]([CH:16]([CH3:17])[CH3:18])[C:11]([O:13][CH2:14][CH3:15])=[O:12])=[CH:7][CH:8]=1)=[O:32])([CH3:29])([CH3:28])[CH3:27]. The yield is 0.770. (3) The reactants are C([Li])CCC.[CH3:6][O:7][C:8]1[CH:13]=[CH:12][CH:11]=[C:10]([O:14][CH2:15][O:16][CH3:17])[CH:9]=1.[CH3:18][O:19][N:20]([CH3:33])[C:21](=[O:32])[C:22]1[CH:27]=[C:26]([N+:28]([O-:30])=[O:29])[CH:25]=[CH:24][C:23]=1Br.C(Cl)(Cl)Cl. The catalyst is C1COCC1.[Cl-].[Zn+2].[Cl-].[Pd](Cl)Cl.C1(P(C2C=CC=CC=2)C2C=CC=CC=2)C=CC=CC=1.C1(P(C2C=CC=CC=2)C2C=CC=CC=2)C=CC=CC=1. The product is [CH3:18][O:19][N:20]([CH3:33])[C:21]([C:22]1[C:23]([C:9]2[C:8]([O:7][CH3:6])=[CH:13][CH:12]=[CH:11][C:10]=2[O:14][CH2:15][O:16][CH3:17])=[CH:24][CH:25]=[C:26]([N+:28]([O-:30])=[O:29])[CH:27]=1)=[O:32]. The yield is 0.880. (4) The yield is 0.130. The catalyst is CO. The reactants are C[O-].[Na+].C(=O)(O)O.[NH2:8][NH:9][C:10]([NH2:12])=[NH:11].[F:13][C:14]([F:26])([F:25])[C:15]1[CH:16]=[C:17]([CH:22]=[CH:23][CH:24]=1)[C:18](OC)=O. The product is [F:13][C:14]([F:25])([F:26])[C:15]1[CH:16]=[C:17]([C:18]2[NH:11][C:10]([NH2:12])=[N:9][N:8]=2)[CH:22]=[CH:23][CH:24]=1. (5) The reactants are [F:1][C:2]([F:25])([F:24])[C:3]1[CH:4]=[C:5]([NH:13][C:14](=[O:23])[C:15]2[CH:20]=[C:19](I)[CH:18]=[CH:17][C:16]=2[OH:22])[CH:6]=[C:7]([C:9]([F:12])([F:11])[F:10])[CH:8]=1.OB(O)[C:28]1[CH:33]=[CH:32][CH:31]=[CH:30][CH:29]=1.C(=O)([O-])[O-].[Na+].[Na+].Cl. The catalyst is COCCOC.C1C=CC([P]([Pd]([P](C2C=CC=CC=2)(C2C=CC=CC=2)C2C=CC=CC=2)([P](C2C=CC=CC=2)(C2C=CC=CC=2)C2C=CC=CC=2)[P](C2C=CC=CC=2)(C2C=CC=CC=2)C2C=CC=CC=2)(C2C=CC=CC=2)C2C=CC=CC=2)=CC=1. The product is [F:1][C:2]([F:25])([F:24])[C:3]1[CH:4]=[C:5]([NH:13][C:14]([C:15]2[CH:20]=[C:19]([C:28]3[CH:33]=[CH:32][CH:31]=[CH:30][CH:29]=3)[CH:18]=[CH:17][C:16]=2[OH:22])=[O:23])[CH:6]=[C:7]([C:9]([F:12])([F:11])[F:10])[CH:8]=1. The yield is 0.611.